From a dataset of NCI-60 drug combinations with 297,098 pairs across 59 cell lines. Regression. Given two drug SMILES strings and cell line genomic features, predict the synergy score measuring deviation from expected non-interaction effect. Drug 1: C1CC(C1)(C(=O)O)C(=O)O.[NH2-].[NH2-].[Pt+2]. Drug 2: CCC1=C2CN3C(=CC4=C(C3=O)COC(=O)C4(CC)O)C2=NC5=C1C=C(C=C5)O. Cell line: SNB-19. Synergy scores: CSS=39.4, Synergy_ZIP=3.38, Synergy_Bliss=6.16, Synergy_Loewe=-13.1, Synergy_HSA=3.37.